This data is from Full USPTO retrosynthesis dataset with 1.9M reactions from patents (1976-2016). The task is: Predict the reactants needed to synthesize the given product. The reactants are: [C:1]([O:5][C:6](=[O:19])[NH:7][C:8]1[S:9][C:10]([F:18])=[C:11]([CH2:13]N(OC)C)[N:12]=1)([CH3:4])([CH3:3])[CH3:2].Cl[O-].[Na+].S1C=C(C=[O:29])N=C1.[BH4-].[Na+].Cl. Given the product [C:1]([O:5][C:6](=[O:19])[NH:7][C:8]1[S:9][C:10]([F:18])=[C:11]([CH2:13][OH:29])[N:12]=1)([CH3:4])([CH3:3])[CH3:2], predict the reactants needed to synthesize it.